From a dataset of Full USPTO retrosynthesis dataset with 1.9M reactions from patents (1976-2016). Predict the reactants needed to synthesize the given product. (1) Given the product [CH3:1][O:2][C:3](=[O:21])[C:4]1[C:5](=[CH:10][C:11]([O:14][CH:15]2[CH2:16][CH2:17][CH2:18][CH2:19][CH2:20]2)=[CH:12][CH:13]=1)[C:6]([O:8][CH3:9])=[O:7], predict the reactants needed to synthesize it. The reactants are: [CH3:1][O:2][C:3](=[O:21])[C:4]1[C:5](=[CH:10][C:11]([O:14][CH:15]2[CH2:20][CH2:19][CH2:18][CH:17]=[CH:16]2)=[CH:12][CH:13]=1)[C:6]([O:8][CH3:9])=[O:7]. (2) The reactants are: [F:1][C:2]1[CH:7]=[C:6]([F:8])[CH:5]=[CH:4][C:3]=1[N:9]([CH3:27])[C:10]([C:12]1[S:24][C:23]2[C:22]3[CH:21]=[C:20]([CH:25]=[O:26])[CH:19]=[CH:18][C:17]=3[O:16][CH2:15][C:14]=2[CH:13]=1)=[O:11].[BH4-].[Na+]. Given the product [F:1][C:2]1[CH:7]=[C:6]([F:8])[CH:5]=[CH:4][C:3]=1[N:9]([CH3:27])[C:10]([C:12]1[S:24][C:23]2[C:22]3[CH:21]=[C:20]([CH2:25][OH:26])[CH:19]=[CH:18][C:17]=3[O:16][CH2:15][C:14]=2[CH:13]=1)=[O:11], predict the reactants needed to synthesize it. (3) Given the product [C:14]1([C:26]2[CH:27]=[CH:28][CH:29]=[CH:30][CH:31]=2)[CH:19]=[CH:18][C:17]([CH:20]2[CH2:21][CH2:22][N:23]([CH2:2][CH2:3][CH2:4][C:5]#[N:6])[CH2:24][CH2:25]2)=[CH:16][CH:15]=1, predict the reactants needed to synthesize it. The reactants are: Br[CH2:2][CH2:3][CH2:4][C:5]#[N:6].C(N(CC)CC)C.[C:14]1([C:26]2[CH:31]=[CH:30][CH:29]=[CH:28][CH:27]=2)[CH:19]=[CH:18][C:17]([CH:20]2[CH2:25][CH2:24][NH:23][CH2:22][CH2:21]2)=[CH:16][CH:15]=1.O. (4) Given the product [CH2:18]([O:17][C:15](=[O:16])[NH:14][CH:10]1[C:11](=[O:12])[NH:31][C:32]2[C:37]([CH2:38][O:39][Si:40]([C:43]([CH3:46])([CH3:45])[CH3:44])([CH3:42])[CH3:41])=[CH:36][CH:35]=[CH:34][C:33]=2[C:47]([C:49]2[CH:54]=[CH:53][CH:52]=[C:51]([F:55])[CH:50]=2)=[N:1]1)[C:19]1[CH:20]=[CH:21][CH:22]=[CH:23][CH:24]=1, predict the reactants needed to synthesize it. The reactants are: [N:1]1([CH:10]([NH:14][C:15]([O:17][CH2:18][C:19]2[CH:24]=[CH:23][CH:22]=[CH:21][CH:20]=2)=[O:16])[C:11](O)=[O:12])C2C=CC=CC=2N=N1.C(Cl)(=O)C(Cl)=O.[NH2:31][C:32]1[C:37]([CH2:38][O:39][Si:40]([C:43]([CH3:46])([CH3:45])[CH3:44])([CH3:42])[CH3:41])=[CH:36][CH:35]=[CH:34][C:33]=1[C:47]([C:49]1[CH:54]=[CH:53][CH:52]=[C:51]([F:55])[CH:50]=1)=O.CN1CCOCC1.N.CO.C(O)(=O)C.C([O-])(=O)C.[NH4+]. (5) Given the product [F:41][C:2]([F:1])([F:40])[C@H:3]([N:27]1[CH2:31][CH2:30][C@H:29]([NH2:32])[CH2:28]1)[C:4]1[CH:5]=[CH:6][C:7]2[N:8]([C:10]([C:13]3[CH:22]=[CH:21][C:20]4[C:15](=[CH:16][C:17]([CH:23]5[CH2:26][O:25][CH2:24]5)=[CH:18][CH:19]=4)[N:14]=3)=[N:11][N:12]=2)[CH:9]=1, predict the reactants needed to synthesize it. The reactants are: [F:1][C:2]([F:41])([F:40])[C@H:3]([N:27]1[CH2:31][CH2:30][C@H:29]([NH:32]C(=O)OC(C)(C)C)[CH2:28]1)[C:4]1[CH:5]=[CH:6][C:7]2[N:8]([C:10]([C:13]3[CH:22]=[CH:21][C:20]4[C:15](=[CH:16][C:17]([CH:23]5[CH2:26][O:25][CH2:24]5)=[CH:18][CH:19]=4)[N:14]=3)=[N:11][N:12]=2)[CH:9]=1. (6) Given the product [C:3]([CH2:4][C:5]1[C:10]([F:11])=[C:9]([N:12]2[C:13](=[O:22])[C:14]3=[CH:21][CH:20]=[CH:19][CH:18]=[C:15]3[C:16]2=[O:17])[CH:8]=[CH:7][C:6]=1[N+:23]([O-:25])=[O:24])(=[O:2])[CH3:26], predict the reactants needed to synthesize it. The reactants are: C[O:2][C:3](OC)([CH3:26])[CH2:4][C:5]1[C:10]([F:11])=[C:9]([N:12]2[C:16](=[O:17])[C:15]3=[CH:18][CH:19]=[CH:20][CH:21]=[C:14]3[C:13]2=[O:22])[CH:8]=[CH:7][C:6]=1[N+:23]([O-:25])=[O:24].Cl. (7) The reactants are: [F:1][C:2]([F:18])([F:17])[CH2:3][CH2:4][S:5]([N:8]([C@@H:10]([CH2:14][CH:15]=[CH2:16])[C:11]([OH:13])=O)[CH3:9])(=[O:7])=[O:6].[CH2:19]([O:22][C@H:23]1[C:31]2[C:26](=[CH:27][C:28]([O:32][CH3:33])=[CH:29][CH:30]=2)[C@@H:25]([NH:34][CH2:35][C@@H:36]([OH:48])[C@@H:37]([NH2:47])[CH2:38][C:39]2[CH:44]=[C:43]([Cl:45])[CH:42]=[C:41]([Cl:46])[CH:40]=2)[CH2:24]1)[CH:20]=[CH2:21]. Given the product [CH2:19]([O:22][C@H:23]1[C:31]2[C:26](=[CH:27][C:28]([O:32][CH3:33])=[CH:29][CH:30]=2)[C@@H:25]([NH:34][CH2:35][C@@H:36]([OH:48])[C@@H:37]([NH:47][C:11](=[O:13])[C@@H:10]([N:8]([CH3:9])[S:5]([CH2:4][CH2:3][C:2]([F:1])([F:18])[F:17])(=[O:6])=[O:7])[CH2:14][CH:15]=[CH2:16])[CH2:38][C:39]2[CH:40]=[C:41]([Cl:46])[CH:42]=[C:43]([Cl:45])[CH:44]=2)[CH2:24]1)[CH:20]=[CH2:21], predict the reactants needed to synthesize it.